The task is: Predict the product of the given reaction.. This data is from Forward reaction prediction with 1.9M reactions from USPTO patents (1976-2016). (1) Given the reactants [F:1][C:2]1[CH:10]=[C:9]2[C:5]([C:6]([C:20]3[CH:21]=[N:22][N:23]([CH2:25][CH:26]4[CH2:31]CN(C(OC(C)(C)C)=O)CC4)[CH:24]=3)=[CH:7][N:8]2[S:11]([C:14]2[CH:19]=[CH:18][CH:17]=[CH:16][CH:15]=2)(=[O:13])=[O:12])=[CH:4][CH:3]=1.Cl.FC1C=C2C(=CC=1F)N(S(C1C=CC=CC=1)(=O)=O)C=C2C1C=NNC=1.CS(OCC1C[N:73]([C:75]([O:77][C:78]([CH3:81])([CH3:80])[CH3:79])=[O:76])[CH2:72]1)(=O)=O, predict the reaction product. The product is: [F:1][C:2]1[CH:10]=[C:9]2[C:5]([C:6]([C:20]3[CH:21]=[N:22][N:23]([CH2:25][CH:26]4[CH2:31][N:73]([C:75]([O:77][C:78]([CH3:81])([CH3:80])[CH3:79])=[O:76])[CH2:72]4)[CH:24]=3)=[CH:7][N:8]2[S:11]([C:14]2[CH:15]=[CH:16][CH:17]=[CH:18][CH:19]=2)(=[O:13])=[O:12])=[CH:4][CH:3]=1. (2) Given the reactants [C:1]([O:5][C:6](=[O:25])[N:7]([CH2:18][CH2:19][CH2:20][CH2:21][CH2:22][CH2:23][CH3:24])[CH2:8][CH2:9][C:10]1[CH:15]=[CH:14][CH:13]=[C:12]([CH2:16][OH:17])[CH:11]=1)([CH3:4])([CH3:3])[CH3:2], predict the reaction product. The product is: [C:1]([O:5][C:6](=[O:25])[N:7]([CH2:8][CH2:9][C:10]1[CH:15]=[CH:14][CH:13]=[C:12]([CH:16]=[O:17])[CH:11]=1)[CH2:18][CH2:19][CH2:20][CH2:21][CH2:22][CH2:23][CH3:24])([CH3:2])([CH3:3])[CH3:4]. (3) Given the reactants C(OC([NH:8][C@@H:9]1[CH2:14][CH2:13][CH2:12][N:11]([C:15]2[N:19](COC)[N:18]=[C:17]([C:23]([NH:25][CH:26]([C:31](=O)[CH3:32])[C:27]([O:29][CH3:30])=[O:28])=[O:24])[C:16]=2[CH2:34][C:35]2[CH:40]=[CH:39][CH:38]=[CH:37][C:36]=2[Cl:41])[CH2:10]1)=O)(C)(C)C.O, predict the reaction product. The product is: [ClH:41].[NH2:8][C@@H:9]1[CH2:14][CH2:13][CH2:12][N:11]([C:15]2[C:16]([CH2:34][C:35]3[CH:40]=[CH:39][CH:38]=[CH:37][C:36]=3[Cl:41])=[C:17]3[C:23](=[O:24])[NH:25][C:26]([C:27]([O:29][CH3:30])=[O:28])=[C:31]([CH3:32])[N:18]3[N:19]=2)[CH2:10]1. (4) Given the reactants [Cl:1][C:2]1[N:7]=[C:6]2[C:8]([CH3:11])=[CH:9][S:10][C:5]2=[C:4](Cl)[CH:3]=1.C([O-])(=O)C.[Na+], predict the reaction product. The product is: [Cl:1][C:2]1[N:7]=[C:6]2[C:8]([CH3:11])=[CH:9][S:10][C:5]2=[CH:4][CH:3]=1.[CH3:11][C:8]1[C:6]2=[N:7][CH:2]=[CH:3][CH:4]=[C:5]2[S:10][CH:9]=1. (5) Given the reactants [NH2:1][C:2]1[N:6]([C:7]2[CH:12]=[CH:11][C:10]([F:13])=[CH:9][CH:8]=2)[N:5]=[C:4]([CH2:14][CH3:15])[C:3]=1[C:16]([O:18]CC)=[O:17].[OH-].[Na+].CC(O)=O.C(OCC)(=O)C, predict the reaction product. The product is: [NH2:1][C:2]1[N:6]([C:7]2[CH:8]=[CH:9][C:10]([F:13])=[CH:11][CH:12]=2)[N:5]=[C:4]([CH2:14][CH3:15])[C:3]=1[C:16]([OH:18])=[O:17]. (6) Given the reactants [NH2:1][C:2]1[CH:3]=[C:4]([C:8]2[N:13]=[C:12]([NH:14][CH2:15][C:16]3[CH:21]=[CH:20][CH:19]=[CH:18][N:17]=3)[C:11]3=[C:22]([C:25]4[CH:30]=[CH:29][CH:28]=[CH:27][CH:26]=4)[CH:23]=[CH:24][N:10]3[N:9]=2)[CH:5]=[N:6][CH:7]=1.ClS([N:35]=[C:36]=[O:37])(=O)=O.Cl, predict the reaction product. The product is: [C:25]1([C:22]2[CH:23]=[CH:24][N:10]3[C:11]=2[C:12]([NH:14][CH2:15][C:16]2[CH:21]=[CH:20][CH:19]=[CH:18][N:17]=2)=[N:13][C:8]([C:4]2[CH:3]=[C:2]([NH:1][C:36]([NH2:35])=[O:37])[CH:7]=[N:6][CH:5]=2)=[N:9]3)[CH:30]=[CH:29][CH:28]=[CH:27][CH:26]=1. (7) Given the reactants [CH3:1][O:2][C:3]1[CH:44]=[CH:43][C:6]([CH2:7][N:8]2[C:12]3=[N:13][CH:14]=[CH:15][C:16]([O:17][C:18]4[CH:23]=[CH:22][C:21]([NH:24][C:25]([C:27]5[C:28](=[O:40])[N:29]([C:33]6[CH:38]=[CH:37][C:36]([F:39])=[CH:35][CH:34]=6)[N:30]=[CH:31][CH:32]=5)=[O:26])=[CH:20][C:19]=4[F:41])=[C:11]3[C:10](I)=[N:9]2)=[CH:5][CH:4]=1.CN([CH:48]=[O:49])C.C(N(CC)CC)C.[CH3:57][OH:58], predict the reaction product. The product is: [F:41][C:19]1[CH:20]=[C:21]([NH:24][C:25]([C:27]2[C:28](=[O:40])[N:29]([C:33]3[CH:38]=[CH:37][C:36]([F:39])=[CH:35][CH:34]=3)[N:30]=[CH:31][CH:32]=2)=[O:26])[CH:22]=[CH:23][C:18]=1[O:17][C:16]1[CH:15]=[CH:14][N:13]=[C:12]2[N:8]([CH2:7][C:6]3[CH:43]=[CH:44][C:3]([O:2][CH3:1])=[CH:4][CH:5]=3)[N:9]=[C:10]([C:57]([O:49][CH3:48])=[O:58])[C:11]=12.